From a dataset of TCR-epitope binding with 47,182 pairs between 192 epitopes and 23,139 TCRs. Binary Classification. Given a T-cell receptor sequence (or CDR3 region) and an epitope sequence, predict whether binding occurs between them. (1) The epitope is MLNIPSINV. The TCR CDR3 sequence is CSARGLADPYEQYF. Result: 0 (the TCR does not bind to the epitope). (2) The epitope is FLNGSCGSV. The TCR CDR3 sequence is CASSYSSRGNSGEQYF. Result: 1 (the TCR binds to the epitope).